Dataset: Forward reaction prediction with 1.9M reactions from USPTO patents (1976-2016). Task: Predict the product of the given reaction. (1) Given the reactants [CH2:1]([C:3]1[CH:4]=[C:5]([CH:8]=[C:9]([CH3:12])[C:10]=1[OH:11])[CH:6]=[O:7])[CH3:2].[O-:13]Cl=O.[Na+].Cl, predict the reaction product. The product is: [CH2:1]([C:3]1[CH:4]=[C:5]([CH:8]=[C:9]([CH3:12])[C:10]=1[OH:11])[C:6]([OH:13])=[O:7])[CH3:2]. (2) Given the reactants [NH2:1][C@H:2]([C:10]([OH:12])=[O:11])[CH2:3][C:4]1[CH:9]=[CH:8][CH:7]=[CH:6][CH:5]=1, predict the reaction product. The product is: [C:10]([OH:12])(=[O:11])[CH2:2][CH2:3][CH2:4][CH2:5][CH2:6][CH2:7][CH3:8].[NH2:1][C@H:2]([C:10]([OH:12])=[O:11])[CH2:3][C:4]1[CH:9]=[CH:8][CH:7]=[CH:6][CH:5]=1. (3) Given the reactants Cl[C:2]1[CH:3]=[CH:4][C:5]2[N:6]([C:8]([C:12]([O:14][CH2:15][CH3:16])=[O:13])=[C:9]([CH3:11])[N:10]=2)[N:7]=1.[OH:17][C:18]1[CH:23]=[CH:22][CH:21]=[CH:20][C:19]=1B(O)O.C([O-])([O-])=O.[K+].[K+], predict the reaction product. The product is: [OH:17][C:18]1[CH:23]=[CH:22][CH:21]=[CH:20][C:19]=1[C:2]1[CH:3]=[CH:4][C:5]2[N:6]([C:8]([C:12]([O:14][CH2:15][CH3:16])=[O:13])=[C:9]([CH3:11])[N:10]=2)[N:7]=1. (4) Given the reactants [O:1]1[CH2:4][CH:3]([N:5]2[CH2:10][CH2:9][N:8]([C:11]3[CH:16]=[CH:15][C:14]([C:17]4[NH:18][C:19]5[C:24]([N:25]=4)=[C:23]([C:26]4[CH:27]=[CH:28][C:29]([O:34][CH:35]6[CH2:40][CH2:39][NH:38][CH2:37][CH2:36]6)=[C:30]([CH:33]=4)[C:31]#[N:32])[N:22]=[CH:21][N:20]=5)=[CH:13][CH:12]=3)[CH2:7][CH2:6]2)[CH2:2]1.[OH:41][C@@H:42]([CH3:46])[C:43](O)=[O:44].CN(C(ON1N=NC2C=CC=NC1=2)=[N+](C)C)C.F[P-](F)(F)(F)(F)F.CN1CCOCC1, predict the reaction product. The product is: [OH:41][C@@H:42]([CH3:46])[C:43]([N:38]1[CH2:39][CH2:40][CH:35]([O:34][C:29]2[CH:28]=[CH:27][C:26]([C:23]3[N:22]=[CH:21][N:20]=[C:19]4[C:24]=3[N:25]=[C:17]([C:14]3[CH:13]=[CH:12][C:11]([N:8]5[CH2:9][CH2:10][N:5]([CH:3]6[CH2:2][O:1][CH2:4]6)[CH2:6][CH2:7]5)=[CH:16][CH:15]=3)[NH:18]4)=[CH:33][C:30]=2[C:31]#[N:32])[CH2:36][CH2:37]1)=[O:44]. (5) Given the reactants N1C2C=CC=CC=2N=C1C1[CH2:15][CH2:14][N:13]([CH2:16][CH2:17][CH:18]2[O:22][C:21](=[O:23])[C:20]([CH2:26][CH3:27])([CH2:24][CH3:25])[CH2:19]2)[CH2:12][CH2:11]1.[C:28]1([C:40]2[CH:45]=[CH:44][CH:43]=[CH:42][CH:41]=2)[CH:33]=[CH:32][CH:31]=[CH:30][C:29]=1[N:34]1CCNCC1.N1(C2C=CC=CC=2C#N)CCNCC1.CC1C=CC(S(OCCC2CC3(CCCC3)C(=O)O2)(=O)=O)=CC=1.CC1C=CC(S(OCCC2CC(CC)(CC)C(=O)O2)(=O)=O)=CC=1, predict the reaction product. The product is: [C:28]1([C:40]2[CH:41]=[CH:42][CH:43]=[CH:44][CH:45]=2)[CH:33]=[CH:32][CH:31]=[CH:30][C:29]=1[N:34]1[CH2:11][CH2:12][N:13]([CH2:16][CH2:17][CH:18]2[CH2:19][C:20]3([CH2:24][CH2:25][CH2:27][CH2:26]3)[C:21](=[O:23])[O:22]2)[CH2:14][CH2:15]1. (6) Given the reactants [C:1]1([CH2:7][C:8]([OH:10])=[O:9])[CH:6]=[CH:5][CH:4]=[CH:3][CH:2]=1.[NH:11]1[C:15]2=[N:16][CH:17]=[CH:18][CH:19]=[C:14]2[C:13]([CH:20]=O)=[CH:12]1.C(OC(=O)C)(=O)C.CCN(CC)CC, predict the reaction product. The product is: [NH:11]1[C:15]2=[N:16][CH:17]=[CH:18][CH:19]=[C:14]2[C:13]([CH:20]=[C:7]([C:1]2[CH:6]=[CH:5][CH:4]=[CH:3][CH:2]=2)[C:8]([OH:10])=[O:9])=[CH:12]1. (7) Given the reactants [CH3:1][CH:2]1[CH2:7][CH2:6][N:5]([C:8]([O:10][C:11]([CH3:14])([CH3:13])[CH3:12])=[O:9])[CH2:4][CH:3]1[N:15]1[C:19]2=[C:20]3[CH:26]=[CH:25][N:24]([CH2:27][O:28][CH2:29][CH2:30][Si:31]([CH3:34])([CH3:33])[CH3:32])[C:21]3=[N:22][CH:23]=[C:18]2[CH:17]=[CH:16]1.[Br:35]N1C(=O)CCC1=O.C(=O)([O-])O.[Na+], predict the reaction product. The product is: [CH3:1][C@@H:2]1[CH2:7][CH2:6][N:5]([C:8]([O:10][C:11]([CH3:14])([CH3:13])[CH3:12])=[O:9])[CH2:4][C@@H:3]1[N:15]1[C:19]2=[C:20]3[C:26]([Br:35])=[CH:25][N:24]([CH2:27][O:28][CH2:29][CH2:30][Si:31]([CH3:34])([CH3:32])[CH3:33])[C:21]3=[N:22][CH:23]=[C:18]2[CH:17]=[CH:16]1. (8) The product is: [Br:20][C:21]1[S:25][C:24]([C:26]([NH:4][C:3]2[CH:5]=[C:6]([Cl:9])[CH:7]=[CH:8][C:2]=2[Cl:1])=[NH:27])=[CH:23][CH:22]=1. Given the reactants [Cl:1][C:2]1[CH:8]=[CH:7][C:6]([Cl:9])=[CH:5][C:3]=1[NH2:4].C[Si]([N-][Si](C)(C)C)(C)C.[Na+].[Br:20][C:21]1[S:25][C:24]([C:26]#[N:27])=[CH:23][CH:22]=1, predict the reaction product.